This data is from Reaction yield outcomes from USPTO patents with 853,638 reactions. The task is: Predict the reaction yield, written as a fraction of the theoretical maximum amount of product (1.0 means a 100% yield; for example, 0.34 means a 34% yield). The reactants are [C:1]([C:3]1[C:12]2[C:7](=[CH:8][CH:9]=[CH:10][CH:11]=2)[C:6](F)=[CH:5][CH:4]=1)#[N:2].[C:14]1([N:20]2[C:24]3([CH2:29][CH2:28][NH:27][CH2:26][CH2:25]3)[C:23](=[O:30])[NH:22][CH2:21]2)[CH:19]=[CH:18][CH:17]=[CH:16][CH:15]=1. No catalyst specified. The product is [O:30]=[C:23]1[C:24]2([CH2:25][CH2:26][N:27]([C:6]3[C:7]4[C:12](=[CH:11][CH:10]=[CH:9][CH:8]=4)[C:3]([C:1]#[N:2])=[CH:4][CH:5]=3)[CH2:28][CH2:29]2)[N:20]([C:14]2[CH:19]=[CH:18][CH:17]=[CH:16][CH:15]=2)[CH2:21][NH:22]1. The yield is 0.160.